From a dataset of Forward reaction prediction with 1.9M reactions from USPTO patents (1976-2016). Predict the product of the given reaction. (1) The product is: [CH3:23][C:18]1([CH3:24])[C:19]([CH3:22])([CH3:21])[O:20][B:16]([C:2]2[CH:3]=[C:4]([CH2:8][CH2:9][OH:10])[CH:5]=[CH:6][CH:7]=2)[O:17]1. Given the reactants Br[C:2]1[CH:3]=[C:4]([CH2:8][CH2:9][OH:10])[CH:5]=[CH:6][CH:7]=1.CC([O-])=O.[K+].[B:16]1([B:16]2[O:20][C:19]([CH3:22])([CH3:21])[C:18]([CH3:24])([CH3:23])[O:17]2)[O:20][C:19]([CH3:22])([CH3:21])[C:18]([CH3:24])([CH3:23])[O:17]1.CCOC(C)=O, predict the reaction product. (2) Given the reactants N.F[C:3](F)(F)[C:4]([NH:6][CH2:7][CH2:8][CH2:9][N:10]([CH3:28])[CH2:11][CH2:12][CH2:13][NH:14][C:15]1[N:16]=[N+:17]([O-:27])[C:18]2[CH:25]=[CH:24][C:23]([CH3:26])=[CH:22][C:19]=2[N+:20]=1[O-:21])=[O:5].N1(C(C2[CH:39]=[CH:40][CH:41]=[C:42]3[C:47]=2[N:46]=[C:45]([C:48]2[CH:53]=[CH:52][N:51]=[CH:50][CH:49]=2)[CH:44]=[CH:43]3)=O)C=CN=C1, predict the reaction product. The product is: [CH3:28][N:10]([CH2:11][CH2:12][CH2:13][NH:14][C:15]1[N:16]=[N+:17]([O-:27])[C:18]2[CH:25]=[CH:24][C:23]([CH3:26])=[CH:22][C:19]=2[N+:20]=1[O-:21])[CH2:9][CH2:8][CH2:7][NH:6][C:4]([C:3]1[CH:39]=[CH:40][CH:41]=[C:42]2[C:47]=1[N:46]=[C:45]([C:48]1[CH:53]=[CH:52][N:51]=[CH:50][CH:49]=1)[CH:44]=[CH:43]2)=[O:5]. (3) Given the reactants [CH3:1][C@@H:2]1[NH:7][CH2:6][CH2:5][N:4]([S:8]([NH2:11])(=[O:10])=[O:9])[CH2:3]1.C1(P(C2CCCCC2)C2C=CC=CC=2C2C(C(C)C)=CC(C(C)C)=CC=2C(C)C)CCCCC1.C(=O)([O-])[O-].[Cs+].[Cs+].C([O:54][C:55](=O)[C@H:56]([O:58][C:59]1[CH:64]=[C:63](Cl)[N:62]=[C:61]([S:66][CH2:67][C:68]2[CH:73]=[CH:72][CH:71]=[C:70]([F:74])[C:69]=2[F:75])[N:60]=1)[CH3:57])C, predict the reaction product. The product is: [F:75][C:69]1[C:70]([F:74])=[CH:71][CH:72]=[CH:73][C:68]=1[CH2:67][S:66][C:61]1[N:62]=[C:63]([NH:11][S:8]([N:4]2[CH2:5][CH2:6][NH:7][C@@H:2]([CH3:1])[CH2:3]2)(=[O:10])=[O:9])[CH:64]=[C:59]([O:58][C@H:56]([CH3:57])[CH2:55][OH:54])[N:60]=1. (4) Given the reactants [Br:1][C:2]1[CH:7]=[CH:6][C:5]([S:8][CH:9]2[C:15](=O)[CH2:14][CH2:13][N:12]([C:17]([O:19][CH2:20][CH3:21])=[O:18])[CH2:11][CH2:10]2)=[CH:4][CH:3]=1, predict the reaction product. The product is: [Br:1][C:2]1[CH:7]=[CH:6][C:5]2[S:8][C:9]3[CH2:10][CH2:11][N:12]([C:17]([O:19][CH2:20][CH3:21])=[O:18])[CH2:13][CH2:14][C:15]=3[C:4]=2[CH:3]=1.